From a dataset of Reaction yield outcomes from USPTO patents with 853,638 reactions. Predict the reaction yield, written as a fraction of the theoretical maximum amount of product (1.0 means a 100% yield; for example, 0.34 means a 34% yield). (1) The reactants are Cl.[CH3:2][NH:3][CH2:4][CH2:5][NH:6][S:7]([C:10]1[CH:15]=[C:14]([S:16]([C:19]2[CH:24]=[CH:23][CH:22]=[CH:21][CH:20]=2)(=[O:18])=[O:17])[CH:13]=[CH:12][C:11]=1[C:25]([F:28])([F:27])[F:26])(=[O:9])=[O:8].Br[CH2:30][C:31]([O:33][CH3:34])=[O:32].C(N(C(C)C)CC)(C)C. The catalyst is C(Cl)Cl. The product is [CH3:2][N:3]([CH2:4][CH2:5][NH:6][S:7]([C:10]1[CH:15]=[C:14]([S:16]([C:19]2[CH:24]=[CH:23][CH:22]=[CH:21][CH:20]=2)(=[O:18])=[O:17])[CH:13]=[CH:12][C:11]=1[C:25]([F:28])([F:26])[F:27])(=[O:9])=[O:8])[CH2:30][C:31]([O:33][CH3:34])=[O:32]. The yield is 0.850. (2) The yield is 1.00. The reactants are Cl.[CH3:2][O:3][C:4](=[NH:6])[NH2:5].[C:7](OC)(=[O:13])[CH2:8][C:9](OC)=[O:10].C[O-].[Na+]. The catalyst is CO. The product is [CH3:2][O:3][C:4]1[N:5]=[C:9]([OH:10])[CH:8]=[C:7]([OH:13])[N:6]=1. (3) No catalyst specified. The reactants are [CH3:1][C:2]1[CH:3]=[C:4]([CH:7]=[CH:8][C:9]=1[O:10][CH2:11][CH2:12][CH2:13][N:14]1[CH2:19][CH2:18][N:17]([CH3:20])[CH2:16][CH2:15]1)[CH:5]=O.[C:21]([C:25]1[CH:26]=[C:27]([NH2:32])[C:28]([NH2:31])=[CH:29][CH:30]=1)([CH3:24])([CH3:23])[CH3:22]. The product is [C:21]([C:25]1[CH:30]=[CH:29][C:28]2[NH:31][C:5]([C:4]3[CH:7]=[CH:8][C:9]([O:10][CH2:11][CH2:12][CH2:13][N:14]4[CH2:19][CH2:18][N:17]([CH3:20])[CH2:16][CH2:15]4)=[C:2]([CH3:1])[CH:3]=3)=[N:32][C:27]=2[CH:26]=1)([CH3:24])([CH3:22])[CH3:23]. The yield is 0.810.